From a dataset of Forward reaction prediction with 1.9M reactions from USPTO patents (1976-2016). Predict the product of the given reaction. (1) Given the reactants [C:1]1([C:7]2[N:8]=[CH:9][C:10]([NH:19][CH3:20])=[N:11][C:12]=2[C:13]2[CH:18]=[CH:17][CH:16]=[CH:15][CH:14]=2)[CH:6]=[CH:5][CH:4]=[CH:3][CH:2]=1.[H-].[Na+].[CH3:23][O:24][C:25](=[O:33])[CH2:26][O:27][CH2:28][CH2:29][CH2:30][CH2:31]Br, predict the reaction product. The product is: [CH3:23][O:24][C:25](=[O:33])[CH2:26][O:27][CH2:28][CH2:29][CH2:30][CH2:31][N:19]([C:10]1[CH:9]=[N:8][C:7]([C:1]2[CH:6]=[CH:5][CH:4]=[CH:3][CH:2]=2)=[C:12]([C:13]2[CH:18]=[CH:17][CH:16]=[CH:15][CH:14]=2)[N:11]=1)[CH3:20]. (2) Given the reactants [CH2:1]([O:5][C:6]([N:8]1[CH2:13][CH2:12][N:11]([C:14](=[O:31])[C@@H:15]([NH:20]C(OCC2C=CC=CC=2)=O)[CH2:16][CH:17]([F:19])[F:18])[CH2:10][CH2:9]1)=[O:7])[CH2:2][CH2:3][CH3:4], predict the reaction product. The product is: [CH2:1]([O:5][C:6]([N:8]1[CH2:13][CH2:12][N:11]([C:14](=[O:31])[C@@H:15]([NH2:20])[CH2:16][CH:17]([F:18])[F:19])[CH2:10][CH2:9]1)=[O:7])[CH2:2][CH2:3][CH3:4]. (3) Given the reactants [C:1]([C:3]1[CH:8]=[CH:7][C:6]([F:9])=[CH:5][C:4]=1[C:10]1[C:15]([C:16]#[N:17])=[CH:14][C:13]([C:18]([F:21])([F:20])[F:19])=[CH:12][C:11]=1[C:22]1[CH:27]=[CH:26][C:25]([OH:28])=[CH:24][CH:23]=1)#[CH:2].[NH2:29][OH:30], predict the reaction product. The product is: [C:1]([C:3]1[CH:8]=[CH:7][C:6]([F:9])=[CH:5][C:4]=1[C:10]1[C:15]([C:16](=[N:29][OH:30])[NH2:17])=[CH:14][C:13]([C:18]([F:21])([F:19])[F:20])=[CH:12][C:11]=1[C:22]1[CH:23]=[CH:24][C:25]([OH:28])=[CH:26][CH:27]=1)#[CH:2]. (4) Given the reactants [OH-].[Na+].[F:3][C:4]1[CH:9]=[C:8]([C:10]2[C:11]([O:18][CH3:19])=[N:12][C:13]([CH3:17])=[CH:14][C:15]=2[CH3:16])[C:7]([F:20])=[CH:6][C:5]=1[C:21]1[N:25]([CH:26]2[CH2:31][CH2:30][O:29][CH2:28][CH2:27]2)[N:24]=[CH:23][C:22]=1[C:32]([O:34]CC)=[O:33], predict the reaction product. The product is: [F:3][C:4]1[CH:9]=[C:8]([C:10]2[C:11]([O:18][CH3:19])=[N:12][C:13]([CH3:17])=[CH:14][C:15]=2[CH3:16])[C:7]([F:20])=[CH:6][C:5]=1[C:21]1[N:25]([CH:26]2[CH2:31][CH2:30][O:29][CH2:28][CH2:27]2)[N:24]=[CH:23][C:22]=1[C:32]([OH:34])=[O:33]. (5) Given the reactants [C:1]([O:5][C:6]([N:8]1[CH2:12][CH2:11][CH2:10][CH:9]1[C:13]([OH:15])=[O:14])=[O:7])([CH3:4])([CH3:3])[CH3:2].C(N(CC)CC)C.Br[CH2:24][C:25]([C:27]1[C:36]2[C:31](=[CH:32][CH:33]=[CH:34][CH:35]=2)[C:30]([Br:37])=[CH:29][CH:28]=1)=[O:26], predict the reaction product. The product is: [C:1]([O:5][C:6]([N:8]1[CH2:12][CH2:11][CH2:10][CH:9]1[C:13]([O:15][CH2:24][C:25]([C:27]1[C:36]2[C:31](=[CH:32][CH:33]=[CH:34][CH:35]=2)[C:30]([Br:37])=[CH:29][CH:28]=1)=[O:26])=[O:14])=[O:7])([CH3:4])([CH3:2])[CH3:3]. (6) Given the reactants [C:1]([CH2:3][CH2:4][O:5][CH2:6][CH2:7][CH2:8][O:9][C:10]1[C:11]2[C:18]([C:19]3[CH:24]=[CH:23][C:22]([O:25][CH3:26])=[CH:21][CH:20]=3)=[C:17]([C:27]3[CH:32]=[CH:31][CH:30]=[CH:29][CH:28]=3)[O:16][C:12]=2[N:13]=[CH:14][N:15]=1)#[N:2].C[Si]([N:37]=[N+:38]=[N-:39])(C)C.C([Sn](=O)CCCC)CCC.C(O)CO, predict the reaction product. The product is: [CH3:26][O:25][C:22]1[CH:21]=[CH:20][C:19]([C:18]2[C:11]3[C:10]([O:9][CH2:8][CH2:7][CH2:6][O:5][CH2:4][CH2:3][C:1]4[NH:39][N:38]=[N:37][N:2]=4)=[N:15][CH:14]=[N:13][C:12]=3[O:16][C:17]=2[C:27]2[CH:32]=[CH:31][CH:30]=[CH:29][CH:28]=2)=[CH:24][CH:23]=1. (7) Given the reactants [F:1][C:2]1[CH:9]=[CH:8][CH:7]=[CH:6][C:3]=1[C:4]#[N:5].[C:10]([O:16][CH2:17][CH3:18])(=[O:15])[CH2:11][C:12]([CH3:14])=[O:13], predict the reaction product. The product is: [CH2:17]([O:16][C:10](=[O:15])[C:11](=[C:4]([NH2:5])[C:3]1[CH:6]=[CH:7][CH:8]=[CH:9][C:2]=1[F:1])[C:12](=[O:13])[CH3:14])[CH3:18].